This data is from Reaction yield outcomes from USPTO patents with 853,638 reactions. The task is: Predict the reaction yield, written as a fraction of the theoretical maximum amount of product (1.0 means a 100% yield; for example, 0.34 means a 34% yield). (1) The catalyst is CO.O. The product is [CH3:1][C:2]1[C:7]([CH:8]([CH2:13][CH2:14][CH3:15])[C:9]([OH:11])=[O:10])=[C:6]([C:16]2[CH:21]=[CH:20][C:19]([CH3:22])=[CH:18][CH:17]=2)[N:5]2[N:23]=[C:24]([C:26]3[CH:27]=[CH:28][CH:29]=[CH:30][CH:31]=3)[CH:25]=[C:4]2[N:3]=1. The yield is 0.390. The reactants are [CH3:1][C:2]1[C:7]([CH:8]([CH2:13][CH2:14][CH3:15])[C:9]([O:11]C)=[O:10])=[C:6]([C:16]2[CH:21]=[CH:20][C:19]([CH3:22])=[CH:18][CH:17]=2)[N:5]2[N:23]=[C:24]([C:26]3[CH:31]=[CH:30][CH:29]=[CH:28][CH:27]=3)[CH:25]=[C:4]2[N:3]=1.[OH-].[Na+]. (2) The reactants are Cl[C:2]1[CH:7]=[CH:6][C:5]([I:8])=[CH:4][N:3]=1.C(N(C(C)C)CC)(C)C.[NH:18]1[CH2:23][CH2:22][NH:21][CH2:20][CH2:19]1. The catalyst is CC(N(C)C)=O. The product is [I:8][C:5]1[CH:6]=[CH:7][C:2]([N:18]2[CH2:23][CH2:22][NH:21][CH2:20][CH2:19]2)=[N:3][CH:4]=1. The yield is 0.820. (3) The reactants are Br[C:2]1[CH:3]=[C:4]([CH:7]=[CH:8][CH:9]=1)[C:5]#[N:6].[NH:10]1[C:18]2[C:13](=[CH:14][CH:15]=[CH:16][CH:17]=2)[C:12]2([CH:22](B(O)O)[CH2:21][CH2:20][CH2:19]2)[C:11]1=[O:26].C(=O)([O-])[O-].[Na+].[Na+].[OH-].[Na+]. The catalyst is COCCOC.O.C1C=CC([P]([Pd]([P](C2C=CC=CC=2)(C2C=CC=CC=2)C2C=CC=CC=2)([P](C2C=CC=CC=2)(C2C=CC=CC=2)C2C=CC=CC=2)[P](C2C=CC=CC=2)(C2C=CC=CC=2)C2C=CC=CC=2)(C2C=CC=CC=2)C2C=CC=CC=2)=CC=1. The product is [C:5]([C:4]1[CH:3]=[C:2]([C:15]2[CH:14]=[C:13]3[C:18](=[CH:17][CH:16]=2)[NH:10][C:11](=[O:26])[C:12]23[CH2:22][CH2:21][CH2:20][CH2:19]2)[CH:9]=[CH:8][CH:7]=1)#[N:6]. The yield is 0.400. (4) The reactants are [F:1][CH:2]([F:5])[CH2:3][OH:4].[H-].[Na+].Cl[C:9]1[N:14]=[C:13]([NH2:15])[C:12]([N+:16]([O-:18])=[O:17])=[CH:11][C:10]=1[CH3:19].O. The yield is 0.960. The product is [F:1][CH:2]([F:5])[CH2:3][O:4][C:9]1[N:14]=[C:13]([NH2:15])[C:12]([N+:16]([O-:18])=[O:17])=[CH:11][C:10]=1[CH3:19]. The catalyst is O1CCCC1. (5) The reactants are [NH2:1][C:2]1[N:10]=[C:9]([CH2:11][O:12][CH3:13])[CH:8]=[CH:7][C:3]=1[C:4]([OH:6])=O.[N:14]1[CH:19]=[CH:18][CH:17]=[CH:16][C:15]=1[CH2:20][O:21][C:22]1[CH:29]=[CH:28][C:25]([CH2:26][NH2:27])=[CH:24][CH:23]=1.F[P-](F)(F)(F)(F)F.N1(O[P+](N(C)C)(N(C)C)N(C)C)C2C=CC=CC=2N=N1.C(N(CC)CC)C. The catalyst is CN(C)C=O.O.C(OCC)(=O)C. The product is [NH2:1][C:2]1[N:10]=[C:9]([CH2:11][O:12][CH3:13])[CH:8]=[CH:7][C:3]=1[C:4]([NH:27][CH2:26][C:25]1[CH:24]=[CH:23][C:22]([O:21][CH2:20][C:15]2[CH:16]=[CH:17][CH:18]=[CH:19][N:14]=2)=[CH:29][CH:28]=1)=[O:6]. The yield is 0.730.